Dataset: Forward reaction prediction with 1.9M reactions from USPTO patents (1976-2016). Task: Predict the product of the given reaction. (1) Given the reactants CN(C(ON1N=NC2C=CC=CC1=2)=[N+](C)C)C.F[P-](F)(F)(F)(F)F.N1C2C(=CC=CC=2)C([C:34]2[NH:38][C:37]3[CH:39]=[CH:40][C:41]([C:43]([OH:45])=O)=[CH:42][C:36]=3[N:35]=2)=N1.[CH2:46]([NH2:53])[C:47]1[CH:52]=[CH:51][CH:50]=[CH:49][CH:48]=1.C(N(CC)C(C)C)(C)C, predict the reaction product. The product is: [CH2:46]([NH:53][C:43]([C:41]1[CH:40]=[CH:39][C:37]2[NH:38][CH:34]=[N:35][C:36]=2[CH:42]=1)=[O:45])[C:47]1[CH:52]=[CH:51][CH:50]=[CH:49][CH:48]=1. (2) Given the reactants [CH3:1][N:2]([CH3:32])[C:3]([C:5]1[N:26]([CH:27]2[CH2:31][CH2:30][CH2:29][CH2:28]2)[C:8]2[N:9]=[C:10]([NH:13][C:14]3[CH:19]=[CH:18][C:17]([N:20]4[CH2:25][CH2:24][NH:23][CH2:22][CH2:21]4)=[CH:16][N:15]=3)[N:11]=[CH:12][C:7]=2[CH:6]=1)=[O:4].Br[CH2:34][CH2:35][OH:36], predict the reaction product. The product is: [CH3:1][N:2]([CH3:32])[C:3]([C:5]1[N:26]([CH:27]2[CH2:31][CH2:30][CH2:29][CH2:28]2)[C:8]2[N:9]=[C:10]([NH:13][C:14]3[CH:19]=[CH:18][C:17]([N:20]4[CH2:21][CH2:22][N:23]([CH2:34][CH2:35][OH:36])[CH2:24][CH2:25]4)=[CH:16][N:15]=3)[N:11]=[CH:12][C:7]=2[CH:6]=1)=[O:4]. (3) Given the reactants [F:1][C:2]1[CH:3]=[C:4]([CH:6]=[CH:7][C:8]=1[O:9][CH3:10])[NH2:5].[N:11]([O-])=O.[Na+].O.O.[Sn](Cl)[Cl:18], predict the reaction product. The product is: [ClH:18].[F:1][C:2]1[CH:3]=[C:4]([NH:5][NH2:11])[CH:6]=[CH:7][C:8]=1[O:9][CH3:10]. (4) The product is: [CH:30]1([C:26]2[CH:27]=[C:28]([CH3:29])[C:23]([N:20]3[CH2:21][CH2:22][N:17]([C:15]([C:5]4[CH:4]=[CH:3][C:2]([N:33]5[CH2:37][CH2:36][CH2:35][C:34]5=[O:38])=[CH:7][C:6]=4[N:8]4[CH2:12][CH2:11][N:10]([CH3:13])[C:9]4=[O:14])=[O:16])[CH2:18][CH2:19]3)=[N:24][CH:25]=2)[CH2:32][CH2:31]1. Given the reactants Cl[C:2]1[CH:3]=[CH:4][C:5]([C:15]([N:17]2[CH2:22][CH2:21][N:20]([C:23]3[C:28]([CH3:29])=[CH:27][C:26]([CH:30]4[CH2:32][CH2:31]4)=[CH:25][N:24]=3)[CH2:19][CH2:18]2)=[O:16])=[C:6]([N:8]2[CH2:12][CH2:11][N:10]([CH3:13])[C:9]2=[O:14])[CH:7]=1.[NH:33]1[CH2:37][CH2:36][CH2:35][C:34]1=[O:38], predict the reaction product. (5) Given the reactants Br[C:2]1[CH:13]=[CH:12][C:5]([CH2:6][N:7]2[CH2:11][CH2:10][CH2:9][CH2:8]2)=[CH:4][CH:3]=1.CC(C)=O.C(=O)=O.[Li]CCCC.[N:26]1([C:32]([CH:34]2[CH2:37][C:36](=[O:38])[CH2:35]2)=[O:33])[CH2:31][CH2:30][O:29][CH2:28][CH2:27]1, predict the reaction product. The product is: [OH:38][C:36]1([C:2]2[CH:13]=[CH:12][C:5]([CH2:6][N:7]3[CH2:11][CH2:10][CH2:9][CH2:8]3)=[CH:4][CH:3]=2)[CH2:37][CH:34]([C:32]([N:26]2[CH2:31][CH2:30][O:29][CH2:28][CH2:27]2)=[O:33])[CH2:35]1. (6) Given the reactants Br[C:2]1[CH:7]=[CH:6][N:5]2[CH:8]=[C:9]([C:11]3[CH:16]=[CH:15][C:14]([O:17][CH3:18])=[CH:13][CH:12]=3)[N:10]=[C:4]2[CH:3]=1.Cl.[F:20][CH2:21][CH2:22][CH2:23][NH2:24], predict the reaction product. The product is: [F:20][CH2:21][CH2:22][CH2:23][NH:24][C:2]1[CH:7]=[CH:6][N:5]2[CH:8]=[C:9]([C:11]3[CH:16]=[CH:15][C:14]([O:17][CH3:18])=[CH:13][CH:12]=3)[N:10]=[C:4]2[CH:3]=1.